Dataset: Reaction yield outcomes from USPTO patents with 853,638 reactions. Task: Predict the reaction yield, written as a fraction of the theoretical maximum amount of product (1.0 means a 100% yield; for example, 0.34 means a 34% yield). The reactants are [N+:1]([C:4]1[CH:14]=[CH:13][C:7]([O:8][CH2:9][C:10]([OH:12])=O)=[CH:6][CH:5]=1)([O-:3])=[O:2].Cl.C([N:18](CC)[CH2:19][CH3:20])C.CC[N:25]=C=NCCCN(C)C.Cl.C(N(C(C)C)CC)(C)C. The catalyst is C1COCC1. The product is [N+:1]([C:4]1[CH:5]=[CH:6][C:7]([O:8][CH2:9][C:10]2[O:12][N:25]=[C:19]([CH3:20])[N:18]=2)=[CH:13][CH:14]=1)([O-:3])=[O:2]. The yield is 0.600.